This data is from Tyrosyl-DNA phosphodiesterase HTS with 341,365 compounds. The task is: Binary Classification. Given a drug SMILES string, predict its activity (active/inactive) in a high-throughput screening assay against a specified biological target. (1) The drug is FC(F)(F)c1ccc(/C=[N+](\[O-])C(Cc2ccccc2)C)cc1. The result is 0 (inactive). (2) The drug is o1cc(c2nc(N(C)C)c3c(n2)cccc3)cc1. The result is 0 (inactive). (3) The drug is O=C(C(NC(=O)COC(=O)c1ccc(n2nnnc2)cc1)Cc1ccccc1)C. The result is 0 (inactive). (4) The drug is s1c(N2CC(CCC2)C(=O)Nc2c(cc(cc2)C)C)nc2c1cccc2. The result is 0 (inactive). (5) The molecule is S1(=O)(=O)CC(NC(=O)C(N2C(=O)C(/SC2=S)=C\c2c(OC)cccc2)C)C=C1. The result is 0 (inactive). (6) The drug is S(=O)(=O)(N(c1ccc(cc1)C)C)c1cc(ccc1)C(=O)Nc1sc(SCC)nn1. The result is 0 (inactive). (7) The molecule is S(=O)(=O)(N1CCC(CC1)C(=O)NCC1OCCC1)c1c2ncccc2ccc1. The result is 0 (inactive). (8) The drug is FC(F)(F)c1cc(C(=O)N(C2(CCN(CC2)C(C)C)C(=O)Nc2ccccc2)CC=C)ccc1. The result is 0 (inactive).